From a dataset of Forward reaction prediction with 1.9M reactions from USPTO patents (1976-2016). Predict the product of the given reaction. (1) The product is: [OH:29][C:18]1([CH2:17][CH2:16][CH2:14][OH:13])[CH2:21][N:20]([C:22]([O:24][C:25]([CH3:26])([CH3:27])[CH3:28])=[O:23])[CH2:19]1. Given the reactants [H-].C([Al+]CC(C)C)C(C)C.C([O:13][C:14]([CH2:16][CH2:17][C:18]1([OH:29])[CH2:21][N:20]([C:22]([O:24][C:25]([CH3:28])([CH3:27])[CH3:26])=[O:23])[CH2:19]1)=O)C, predict the reaction product. (2) Given the reactants [CH3:1][NH:2][N:3]=[CH:4][C:5]1[CH:10]=[CH:9][CH:8]=[CH:7][CH:6]=1.C(O[CH:14]=[C:15]([C:21](=[O:25])[CH:22]([F:24])[F:23])[C:16]([O:18][CH2:19][CH3:20])=[O:17])C, predict the reaction product. The product is: [F:24][CH:22]([F:23])[C:21](=[O:25])[C:15](=[CH:14][N:2]([CH3:1])[N:3]=[CH:4][C:5]1[CH:10]=[CH:9][CH:8]=[CH:7][CH:6]=1)[C:16]([O:18][CH2:19][CH3:20])=[O:17]. (3) Given the reactants [CH3:1][O:2][C:3](=[O:15])[CH2:4][O:5][C:6]1[CH:11]=[CH:10][C:9]([N:12]=[C:13]=[O:14])=[CH:8][CH:7]=1.[CH2:16]([OH:19])[CH2:17][OH:18], predict the reaction product. The product is: [CH3:1][O:2][C:3](=[O:15])[CH2:4][O:5][C:6]1[CH:11]=[CH:10][C:9]([NH:12][C:13]([O:18][CH2:17][CH2:16][OH:19])=[O:14])=[CH:8][CH:7]=1. (4) The product is: [F:13][C:14]1[CH:15]=[C:16]([CH:20]=[CH:21][C:22]=1[F:23])[C:17]([N:10]=[C:8]1[N:7]([CH:25]([CH3:31])[C:26]([OH:28])=[O:27])[C:6]2[CH:11]=[C:2]([F:1])[C:3]([F:12])=[CH:4][C:5]=2[S:9]1)=[O:18]. Given the reactants [F:1][C:2]1[C:3]([F:12])=[CH:4][C:5]2[S:9][C:8]([NH2:10])=[N:7][C:6]=2[CH:11]=1.[F:13][C:14]1[CH:15]=[C:16]([CH:20]=[CH:21][C:22]=1[F:23])[C:17](Cl)=[O:18].Br[CH:25]([CH3:31])[C:26]([O:28]CC)=[O:27].COC1C=CC2N=C(N)SC=2C=1.ClC1C=C(C=CC=1)C(Cl)=O.BrCC(OCC)=O, predict the reaction product. (5) Given the reactants [CH3:1][O:2][C:3](=[O:11])[C:4]1[CH:9]=[CH:8][CH:7]=[CH:6][C:5]=1Br.[CH:12]1[C:20]2[C:19]3[CH:21]=[CH:22][CH:23]=[CH:24][C:18]=3[O:17][C:16]=2[C:15](B(O)O)=[CH:14][CH:13]=1.C([O-])([O-])=O.[K+].[K+], predict the reaction product. The product is: [CH:12]1[C:20]2[C:19]3[CH:21]=[CH:22][CH:23]=[CH:24][C:18]=3[O:17][C:16]=2[C:15]([C:5]2[CH:6]=[CH:7][CH:8]=[CH:9][C:4]=2[C:3]([O:2][CH3:1])=[O:11])=[CH:14][CH:13]=1.